This data is from Catalyst prediction with 721,799 reactions and 888 catalyst types from USPTO. The task is: Predict which catalyst facilitates the given reaction. (1) Reactant: [CH2:1]([N:4]=[C:5]=[S:6])[CH:2]=[CH2:3].[O:7]=[N+:8]([O-:13])[C:9]([Cl:12])([Cl:11])[Cl:10]. Product: [CH2:1]([N:4]=[C:5]=[S:6])[CH:2]=[CH2:3].[O:7]=[N+:8]([O-:13])[C:9]([Cl:12])([Cl:11])[Cl:10]. The catalyst class is: 6. (2) Reactant: [CH:1]1([CH:7]([NH:21][C:22]2[CH:31]=[CH:30][C:25]([C:26]([O:28]C)=[O:27])=[CH:24][CH:23]=2)[C:8]2[O:9][C:10]3[CH:17]=[CH:16][C:15]([N+:18]([O-:20])=[O:19])=[CH:14][C:11]=3[C:12]=2[CH3:13])[CH2:6][CH2:5][CH2:4][CH2:3][CH2:2]1.O1CCCC1.[OH-].[Na+]. Product: [CH:1]1([CH:7]([NH:21][C:22]2[CH:31]=[CH:30][C:25]([C:26]([OH:28])=[O:27])=[CH:24][CH:23]=2)[C:8]2[O:9][C:10]3[CH:17]=[CH:16][C:15]([N+:18]([O-:20])=[O:19])=[CH:14][C:11]=3[C:12]=2[CH3:13])[CH2:6][CH2:5][CH2:4][CH2:3][CH2:2]1. The catalyst class is: 8. (3) Reactant: Br[C:2]1[CH:11]=[C:10]2[C:5]([CH:6]=[CH:7][C:8]([C@H:12]([O:14][C:15](=[O:17])[CH3:16])[CH3:13])=[N:9]2)=[CH:4][CH:3]=1.[C:18]([Si:22]([CH3:34])([CH3:33])[O:23][CH:24]([C:26]([CH3:32])([CH:30]=[CH2:31])[C:27]([OH:29])=[O:28])[CH3:25])([CH3:21])([CH3:20])[CH3:19].C1(C)C=CC=CC=1P(C1C=CC=CC=1C)C1C=CC=CC=1C.C1(CNCC2CCCCC2)CCCCC1. Product: [C:15]([O:14][C@@H:12]([C:8]1[CH:7]=[CH:6][C:5]2[C:10](=[CH:11][C:2](/[CH:31]=[CH:30]/[C:26]([CH:24]([O:23][Si:22]([C:18]([CH3:19])([CH3:21])[CH3:20])([CH3:33])[CH3:34])[CH3:25])([CH3:32])[C:27]([OH:29])=[O:28])=[CH:3][CH:4]=2)[N:9]=1)[CH3:13])(=[O:17])[CH3:16]. The catalyst class is: 160. (4) Reactant: [Cl:1][C:2]1[CH:9]=[CH:8][C:5]([CH2:6]Br)=[CH:4][CH:3]=1.[CH2:10]([O:12][C:13](=[O:34])[C:14]1[CH:19]=[CH:18][N:17]=[C:16]([N:20]2[C:24]([CH3:25])=[CH:23][CH:22]=[C:21]2[C:26]2[CH:31]=[C:30]([Cl:32])[CH:29]=[CH:28][C:27]=2[OH:33])[CH:15]=1)[CH3:11].C([O-])([O-])=O.[K+].[K+]. Product: [CH2:10]([O:12][C:13](=[O:34])[C:14]1[CH:19]=[CH:18][N:17]=[C:16]([N:20]2[C:24]([CH3:25])=[CH:23][CH:22]=[C:21]2[C:26]2[CH:31]=[C:30]([Cl:32])[CH:29]=[CH:28][C:27]=2[O:33][CH2:6][C:5]2[CH:8]=[CH:9][C:2]([Cl:1])=[CH:3][CH:4]=2)[CH:15]=1)[CH3:11]. The catalyst class is: 31. (5) Reactant: [F:1][C:2]1([CH3:24])[CH2:6][N:5]([C:7]([O:9][C:10]([CH3:13])([CH3:12])[CH3:11])=[O:8])[C@H:4]([C:14]([O:16]CC2C=CC=CC=2)=[O:15])[CH2:3]1. Product: [C:10]([O:9][C:7]([N:5]1[CH2:6][C@@:2]([F:1])([CH3:24])[CH2:3][C@H:4]1[C:14]([OH:16])=[O:15])=[O:8])([CH3:11])([CH3:12])[CH3:13]. The catalyst class is: 723. (6) Reactant: [CH3:1][C:2]1[CH:7]=[CH:6][C:5]([C:8]([C:10]2[NH:18][C:13]3=[CH:14][N:15]=[CH:16][CH:17]=[C:12]3[CH:11]=2)=O)=[CH:4][CH:3]=1.[C:19]([O:23][C:24](=[O:30])[NH:25][CH2:26][CH2:27][O:28][NH2:29])([CH3:22])([CH3:21])[CH3:20].Cl. Product: [CH3:1][C:2]1[CH:7]=[CH:6][C:5]([C:8](=[N:29][O:28][CH2:27][CH2:26][NH:25][C:24](=[O:30])[O:23][C:19]([CH3:21])([CH3:20])[CH3:22])[C:10]2[NH:18][C:13]3=[CH:14][N:15]=[CH:16][CH:17]=[C:12]3[CH:11]=2)=[CH:4][CH:3]=1. The catalyst class is: 8. (7) Reactant: F[C:2]1[N:9]=[CH:8][CH:7]=[CH:6][C:3]=1[C:4]#[N:5].O1CCCC1.[CH2:15]([N:17](CC)[CH2:18][CH3:19])[CH3:16].N1CCCC1. Product: [N:17]1([C:2]2[N:9]=[CH:8][CH:7]=[CH:6][C:3]=2[C:4]#[N:5])[CH2:18][CH2:19][CH2:16][CH2:15]1. The catalyst class is: 6.